From a dataset of Forward reaction prediction with 1.9M reactions from USPTO patents (1976-2016). Predict the product of the given reaction. Given the reactants [CH3:1][S:2]([O:5][CH2:6][C:7]#[CH:8])(=[O:4])=[O:3].[CH2:9]([N:11]([CH2:14][CH3:15])[CH2:12][CH3:13])[CH3:10], predict the reaction product. The product is: [CH3:1][S:2]([O-:5])(=[O:4])=[O:3].[CH2:6]([N+:11]([CH2:14][CH3:15])([CH2:12][CH3:13])[CH2:9][CH3:10])[C:7]#[CH:8].